From a dataset of CYP2C19 inhibition data for predicting drug metabolism from PubChem BioAssay. Regression/Classification. Given a drug SMILES string, predict its absorption, distribution, metabolism, or excretion properties. Task type varies by dataset: regression for continuous measurements (e.g., permeability, clearance, half-life) or binary classification for categorical outcomes (e.g., BBB penetration, CYP inhibition). Dataset: cyp2c19_veith. The drug is COc1ccccc1/C=N/NC(=O)CC(=O)Nc1ccc(Cl)c(Cl)c1. The result is 1 (inhibitor).